The task is: Regression. Given two drug SMILES strings and cell line genomic features, predict the synergy score measuring deviation from expected non-interaction effect.. This data is from NCI-60 drug combinations with 297,098 pairs across 59 cell lines. (1) Drug 1: CNC(=O)C1=CC=CC=C1SC2=CC3=C(C=C2)C(=NN3)C=CC4=CC=CC=N4. Drug 2: CC1C(C(CC(O1)OC2CC(CC3=C2C(=C4C(=C3O)C(=O)C5=CC=CC=C5C4=O)O)(C(=O)C)O)N)O. Cell line: M14. Synergy scores: CSS=36.6, Synergy_ZIP=3.11, Synergy_Bliss=3.59, Synergy_Loewe=-33.1, Synergy_HSA=0.706. (2) Drug 1: C1=CC(=CC=C1C#N)C(C2=CC=C(C=C2)C#N)N3C=NC=N3. Drug 2: CC1=CC=C(C=C1)C2=CC(=NN2C3=CC=C(C=C3)S(=O)(=O)N)C(F)(F)F. Cell line: SN12C. Synergy scores: CSS=-6.68, Synergy_ZIP=3.03, Synergy_Bliss=-1.30, Synergy_Loewe=-8.05, Synergy_HSA=-7.58.